This data is from Reaction yield outcomes from USPTO patents with 853,638 reactions. The task is: Predict the reaction yield, written as a fraction of the theoretical maximum amount of product (1.0 means a 100% yield; for example, 0.34 means a 34% yield). (1) The reactants are [CH3:1][S:2]([C:5]1[CH:10]=[CH:9][C:8]([C:11]2[CH2:20][CH2:19][C:18]3[C:13](=[CH:14][CH:15]=[C:16]([O:21]C)[CH:17]=3)[C:12]=2[O:23][C:24]2[CH:38]=[CH:37][C:27]([O:28][CH2:29][CH2:30][N:31]3[CH2:36][CH2:35][CH2:34][CH2:33][CH2:32]3)=[CH:26][CH:25]=2)=[CH:7][CH:6]=1)(=[O:4])=[O:3].C([S-])C.[Na+]. The catalyst is CN(C)C=O. The product is [CH3:1][S:2]([C:5]1[CH:6]=[CH:7][C:8]([C:11]2[CH2:20][CH2:19][C:18]3[CH:17]=[C:16]([OH:21])[CH:15]=[CH:14][C:13]=3[C:12]=2[O:23][C:24]2[CH:38]=[CH:37][C:27]([O:28][CH2:29][CH2:30][N:31]3[CH2:36][CH2:35][CH2:34][CH2:33][CH2:32]3)=[CH:26][CH:25]=2)=[CH:9][CH:10]=1)(=[O:4])=[O:3]. The yield is 0.140. (2) The reactants are C(O[C:4]([C:6]1[N:7]=[N:8][C:9]([O:12][CH2:13][C:14]2[C:15]([C:20]3[CH:25]=[CH:24][N:23]=[CH:22][CH:21]=3)=[N:16][O:17][C:18]=2[CH3:19])=[CH:10][CH:11]=1)=[O:5])C.[NH2:26][CH:27]1[CH2:32][CH2:31][O:30][CH2:29][CH2:28]1. No catalyst specified. The product is [O:30]1[CH2:31][CH2:32][CH:27]([NH:26][C:4]([C:6]2[N:7]=[N:8][C:9]([O:12][CH2:13][C:14]3[C:15]([C:20]4[CH:25]=[CH:24][N:23]=[CH:22][CH:21]=4)=[N:16][O:17][C:18]=3[CH3:19])=[CH:10][CH:11]=2)=[O:5])[CH2:28][CH2:29]1. The yield is 0.340.